From a dataset of Peptide-MHC class II binding affinity with 134,281 pairs from IEDB. Regression. Given a peptide amino acid sequence and an MHC pseudo amino acid sequence, predict their binding affinity value. This is MHC class II binding data. (1) The peptide sequence is EEDIEIIPIQEKEY. The MHC is HLA-DQA10501-DQB10201 with pseudo-sequence HLA-DQA10501-DQB10201. The binding affinity (normalized) is 0.536. (2) The peptide sequence is ERSLWIIFSKNLNIK. The MHC is HLA-DQA10501-DQB10201 with pseudo-sequence HLA-DQA10501-DQB10201. The binding affinity (normalized) is 0.255. (3) The peptide sequence is AAAKAGTTVYGAFAA. The MHC is HLA-DPA10103-DPB10401 with pseudo-sequence HLA-DPA10103-DPB10401. The binding affinity (normalized) is 0.257. (4) The binding affinity (normalized) is 0. The MHC is HLA-DQA10201-DQB10301 with pseudo-sequence HLA-DQA10201-DQB10301. The peptide sequence is VRKDISEWQPSKGWN. (5) The peptide sequence is QKLIEDINASFRAAM. The MHC is HLA-DQA10102-DQB10602 with pseudo-sequence HLA-DQA10102-DQB10602. The binding affinity (normalized) is 0.382. (6) The MHC is HLA-DPA10201-DPB10501 with pseudo-sequence HLA-DPA10201-DPB10501. The binding affinity (normalized) is 0.525. The peptide sequence is GYVSLQEFVDLNNKG. (7) The peptide sequence is QPEQPQQSFPEQKRP. The MHC is HLA-DQA10501-DQB10201 with pseudo-sequence HLA-DQA10501-DQB10201. The binding affinity (normalized) is 0.